From a dataset of Reaction yield outcomes from USPTO patents with 853,638 reactions. Predict the reaction yield, written as a fraction of the theoretical maximum amount of product (1.0 means a 100% yield; for example, 0.34 means a 34% yield). The reactants are Br[C:2]1[CH:7]=[CH:6][CH:5]=[CH:4][C:3]=1[P:8]([C:15]1[CH:20]=[CH:19][CH:18]=[CH:17][CH:16]=1)[C:9]1[CH:14]=[CH:13][CH:12]=[CH:11][CH:10]=1.[Li]CCCC.[C:26](Cl)(=[O:31])[C:27]([CH3:30])([CH3:29])[CH3:28]. The catalyst is C1COCC1. The product is [C:27]([C:26]([C:2]1[CH:7]=[CH:6][CH:5]=[CH:4][C:3]=1[P:8]([C:15]1[CH:20]=[CH:19][CH:18]=[CH:17][CH:16]=1)[C:9]1[CH:14]=[CH:13][CH:12]=[CH:11][CH:10]=1)=[O:31])([CH3:30])([CH3:29])[CH3:28]. The yield is 0.780.